Regression/Classification. Given a drug SMILES string, predict its toxicity properties. Task type varies by dataset: regression for continuous values (e.g., LD50, hERG inhibition percentage) or binary classification for toxic/non-toxic outcomes (e.g., AMES mutagenicity, cardiotoxicity, hepatotoxicity). Dataset: ames. From a dataset of Ames mutagenicity test results for genotoxicity prediction. (1) The molecule is c1ccc2c(c1)ccc1ccc3c(c12)CCC3. The result is 1 (mutagenic). (2) The compound is O=C(O)C1CSCN1. The result is 0 (non-mutagenic). (3) The molecule is COCOC. The result is 0 (non-mutagenic). (4) The compound is Cl/C=C(\Cl)c1c(Cl)c(Cl)c(Cl)c(Cl)c1Cl. The result is 0 (non-mutagenic). (5) The compound is Cc1ccc(/N=C/c2cccc3cccnc23)c(C(=O)O)c1. The result is 0 (non-mutagenic). (6) The drug is O=S(=O)(c1ccc(Cl)cc1)c1cc(Cl)c(Cl)cc1Cl. The result is 0 (non-mutagenic).